This data is from Catalyst prediction with 721,799 reactions and 888 catalyst types from USPTO. The task is: Predict which catalyst facilitates the given reaction. (1) Reactant: C(O[BH-](OC(=O)C)OC(=O)C)(=O)C.[Na+].[NH2:15][CH2:16][C@@H:17]1[CH2:20][C@H:19]([N:21]2[C:25]3[N:26]=[CH:27][N:28]=[C:29]([NH2:30])[C:24]=3[C:23]([C:31]3[CH:36]=[CH:35][CH:34]=[C:33]([O:37][CH2:38][C:39]45[O:45][CH:42]([CH2:43][CH2:44]4)[CH2:41][CH2:40]5)[CH:32]=3)=[CH:22]2)[CH2:18]1.CC1(C)[O:52][CH2:51][C:50](=O)[CH2:49][O:48]1.C(O)(=O)C.Cl. Product: [NH2:30][C:29]1[C:24]2[C:23]([C:31]3[CH:36]=[CH:35][CH:34]=[C:33]([O:37][CH2:38][C:39]45[O:45][CH:42]([CH2:41][CH2:40]4)[CH2:43][CH2:44]5)[CH:32]=3)=[CH:22][N:21]([CH:19]3[CH2:18][CH:17]([CH2:16][NH:15][CH:50]([CH2:51][OH:52])[CH2:49][OH:48])[CH2:20]3)[C:25]=2[N:26]=[CH:27][N:28]=1. The catalyst class is: 26. (2) Reactant: [CH:1]1([CH2:7][N:8]2[C:12]([CH3:13])=[C:11]([S:14](=[O:20])(=[O:19])[NH:15][CH:16]3[CH2:18][CH2:17]3)[CH:10]=[C:9]2[C:21]([O:23]CC)=[O:22])[CH2:6][CH2:5][CH2:4][CH2:3][CH2:2]1.[Li+].[OH-]. Product: [CH:1]1([CH2:7][N:8]2[C:12]([CH3:13])=[C:11]([S:14](=[O:20])(=[O:19])[NH:15][CH:16]3[CH2:17][CH2:18]3)[CH:10]=[C:9]2[C:21]([OH:23])=[O:22])[CH2:6][CH2:5][CH2:4][CH2:3][CH2:2]1. The catalyst class is: 24. (3) Reactant: [CH3:1][O:2][C:3]1[CH:9]=[C:8]([C:10]2[CH2:11][CH2:12][NH:13][CH2:14][CH:15]=2)[CH:7]=[CH:6][C:4]=1[NH2:5].[CH3:16][C:17]([O:20][C:21](O[C:21]([O:20][C:17]([CH3:19])([CH3:18])[CH3:16])=[O:22])=[O:22])([CH3:19])[CH3:18]. Product: [NH2:5][C:4]1[CH:6]=[CH:7][C:8]([C:10]2[CH2:11][CH2:12][N:13]([C:21]([O:20][C:17]([CH3:19])([CH3:18])[CH3:16])=[O:22])[CH2:14][CH:15]=2)=[CH:9][C:3]=1[O:2][CH3:1]. The catalyst class is: 5. (4) Reactant: C([O:3][C:4](=[O:25])[CH:5]([C:12]1[CH:17]=[CH:16][C:15]([S:18]([CH2:21][CH2:22][CH2:23][CH3:24])(=[O:20])=[O:19])=[CH:14][CH:13]=1)[CH2:6][CH:7]1[CH2:11][CH2:10][CH2:9][CH2:8]1)C.[OH-].[Li+].Cl. Product: [CH2:21]([S:18]([C:15]1[CH:16]=[CH:17][C:12]([CH:5]([CH2:6][CH:7]2[CH2:11][CH2:10][CH2:9][CH2:8]2)[C:4]([OH:25])=[O:3])=[CH:13][CH:14]=1)(=[O:19])=[O:20])[CH2:22][CH2:23][CH3:24]. The catalyst class is: 670. (5) Reactant: [Li+].CC([N-]C(C)C)C.[CH3:9][O:10][C:11](=[O:16])/[CH:12]=[CH:13]/[O:14][CH3:15].[C:17]1([CH2:23][CH2:24][CH2:25]C=O)[CH:22]=[CH:21][CH:20]=[CH:19][CH:18]=1.Cl. Product: [CH3:15][O:14][C:13]1[CH:9]([CH2:25][CH2:24][CH2:23][C:17]2[CH:22]=[CH:21][CH:20]=[CH:19][CH:18]=2)[O:10][C:11](=[O:16])[CH:12]=1. The catalyst class is: 1.